This data is from CYP2C9 inhibition data for predicting drug metabolism from PubChem BioAssay. The task is: Regression/Classification. Given a drug SMILES string, predict its absorption, distribution, metabolism, or excretion properties. Task type varies by dataset: regression for continuous measurements (e.g., permeability, clearance, half-life) or binary classification for categorical outcomes (e.g., BBB penetration, CYP inhibition). Dataset: cyp2c9_veith. (1) The molecule is Cc1cccc(N/C(=N\S(=O)(=O)c2ccccc2)C(F)(F)F)c1. The result is 1 (inhibitor). (2) The molecule is CC(C)NC(=O)N1CCC2(CC1)CCN(C(=O)c1ccncc1)CC2. The result is 0 (non-inhibitor).